From a dataset of Forward reaction prediction with 1.9M reactions from USPTO patents (1976-2016). Predict the product of the given reaction. (1) Given the reactants [I:1][C:2]1[CH:3]=[C:4]2[C:8](=[CH:9][CH:10]=1)[NH:7][C:6](=[O:11])[C:5]2=O.[NH:13]([C:15](=[O:28])[CH2:16][O:17][C:18]1[CH:27]=[CH:26][C:21]([C:22]([O:24][CH3:25])=[O:23])=[CH:20][CH:19]=1)[NH2:14], predict the reaction product. The product is: [I:1][C:2]1[CH:3]=[C:4]2[C:8](=[CH:9][CH:10]=1)[NH:7][C:6](=[O:11])[C:5]2=[N:14][NH:13][C:15](=[O:28])[CH2:16][O:17][C:18]1[CH:27]=[CH:26][C:21]([C:22]([O:24][CH3:25])=[O:23])=[CH:20][CH:19]=1. (2) Given the reactants [Si:1]([O:8][CH2:9][C:10]1[S:14][C:13]([C:15]#[N:16])=[CH:12][CH:11]=1)([C:4]([CH3:7])([CH3:6])[CH3:5])([CH3:3])[CH3:2].[NH2:17][OH:18], predict the reaction product. The product is: [Si:1]([O:8][CH2:9][C:10]1[S:14][C:13]([C:15](=[N:17][OH:18])[NH2:16])=[CH:12][CH:11]=1)([C:4]([CH3:7])([CH3:6])[CH3:5])([CH3:3])[CH3:2]. (3) Given the reactants [NH2:1][CH2:2][C@@H:3]1[C@H:7]([OH:8])[CH2:6][N:5]([CH2:9][CH2:10][N:11]2[C:20]3[C:15](=[CH:16][CH:17]=[C:18]([O:21][CH3:22])[CH:19]=3)[CH:14]=[CH:13][C:12]2=[O:23])[CH2:4]1.[O:24]=[C:25]1[CH2:30][O:29][C:28]2[CH:31]=[CH:32][C:33]([CH:35]=O)=[N:34][C:27]=2[NH:26]1.C(=O)([O-])[O-].[Na+].[Na+].C(O[BH-](OC(=O)C)OC(=O)C)(=O)C.[Na+].C(Cl)[Cl:58], predict the reaction product. The product is: [ClH:58].[OH:8][C@@H:7]1[CH2:6][N:5]([CH2:9][CH2:10][N:11]2[C:20]3[C:15](=[CH:16][CH:17]=[C:18]([O:21][CH3:22])[CH:19]=3)[CH:14]=[CH:13][C:12]2=[O:23])[CH2:4][C@@H:3]1[CH2:2][NH:1][CH2:35][C:33]1[CH:32]=[CH:31][C:28]2[O:29][CH2:30][C:25](=[O:24])[NH:26][C:27]=2[N:34]=1.